This data is from Full USPTO retrosynthesis dataset with 1.9M reactions from patents (1976-2016). The task is: Predict the reactants needed to synthesize the given product. Given the product [C:1]1([NH:7][C:8]([N:32]2[CH2:33][CH2:34][N:29]([C:26]3[CH:27]=[CH:28][C:23]([NH:22][C:20]([NH:19][C:13]4[CH:14]=[C:15]([CH3:18])[CH:16]=[CH:17][C:12]=4[O:11][CH3:10])=[O:21])=[CH:24][CH:25]=3)[CH2:30][CH2:31]2)=[O:9])[CH:6]=[CH:5][CH:4]=[CH:3][CH:2]=1, predict the reactants needed to synthesize it. The reactants are: [C:1]1([N:7]=[C:8]=[O:9])[CH:6]=[CH:5][CH:4]=[CH:3][CH:2]=1.[CH3:10][O:11][C:12]1[CH:17]=[CH:16][C:15]([CH3:18])=[CH:14][C:13]=1[NH:19][C:20]([NH:22][C:23]1[CH:28]=[CH:27][C:26]([N:29]2[CH2:34][CH2:33][NH:32][CH2:31][CH2:30]2)=[CH:25][CH:24]=1)=[O:21].CO.